This data is from Full USPTO retrosynthesis dataset with 1.9M reactions from patents (1976-2016). The task is: Predict the reactants needed to synthesize the given product. (1) Given the product [NH2:1][C:2]1[N:7]2[CH:8]=[C:9]([CH3:11])[N:10]=[C:6]2[C:5]([C:12]([NH:14][CH2:15][CH:16]2[CH2:21][CH2:20][N:19]([CH2:22][CH:23]([CH3:25])[CH3:24])[CH2:18][CH2:17]2)=[O:13])=[CH:4][CH:3]=1, predict the reactants needed to synthesize it. The reactants are: [NH2:1][C:2]1[N:7]2[CH:8]=[C:9]([CH3:11])[N:10]=[C:6]2[C:5]([C:12]([NH:14][CH2:15][CH:16]2[CH2:21][CH2:20][N:19]([CH2:22][CH:23]([CH3:25])[CH3:24])[CH2:18][CH2:17]2)=[O:13])=[CH:4][C:3]=1Cl.C([O-])=O.[NH4+]. (2) Given the product [CH3:18][C:14]1[S:15][CH:16]=[CH:17][C:13]=1[CH2:19][CH2:20][OH:21], predict the reactants needed to synthesize it. The reactants are: [Li]CCCC.CCCCCC.Br[C:13]1[CH:17]=[CH:16][S:15][C:14]=1[CH3:18].[CH2:19]1[O:21][CH2:20]1.B(F)(F)F.CCOCC. (3) Given the product [O:1]1[C:6]2[CH:7]=[CH:8][C:9]([NH:11][C:12]3[CH:17]=[C:16]([C:25]4[CH:24]=[CH:23][CH:22]=[C:21]([C:20]([F:31])([F:30])[F:19])[CH:26]=4)[CH:15]=[CH:14][N:13]=3)=[CH:10][C:5]=2[O:4][CH2:3][CH2:2]1, predict the reactants needed to synthesize it. The reactants are: [O:1]1[C:6]2[CH:7]=[CH:8][C:9]([NH:11][C:12]3[CH:17]=[C:16](I)[CH:15]=[CH:14][N:13]=3)=[CH:10][C:5]=2[O:4][CH2:3][CH2:2]1.[F:19][C:20]([F:31])([F:30])[C:21]1[CH:22]=[C:23](B(O)O)[CH:24]=[CH:25][CH:26]=1. (4) Given the product [NH2:16][CH2:15][CH2:14][CH2:13][N:10]1[CH2:11][CH2:12][CH:7]([C:2]2[CH:3]=[CH:4][CH:5]=[CH:6][N:1]=2)[CH2:8][CH2:9]1, predict the reactants needed to synthesize it. The reactants are: [N:1]1[CH:6]=[CH:5][CH:4]=[CH:3][C:2]=1[C:7]1[CH2:8][CH2:9][N:10]([CH2:13][CH2:14][CH2:15][NH2:16])[CH2:11][CH:12]=1. (5) Given the product [CH2:24]([N:25]([CH2:26][CH3:27])[CH2:28][CH2:29][N:30]([C:31]([C:33]1[C:34]([CH3:51])=[C:35](/[CH:39]=[C:40]2\[C:48](=[O:49])[NH:47][C:46]3[C:41]\2=[CH:42][C:43]([F:50])=[CH:44][CH:45]=3)[NH:36][C:37]=1[CH3:38])=[O:32])[C:16]([O:1][CH2:2][CH:3]1[CH2:8][CH2:7][N:6]([C:9]([O:11][C:12]([CH3:15])([CH3:14])[CH3:13])=[O:10])[CH2:5][CH2:4]1)=[O:17])[CH3:23], predict the reactants needed to synthesize it. The reactants are: [OH:1][CH2:2][CH:3]1[CH2:8][CH2:7][N:6]([C:9]([O:11][C:12]([CH3:15])([CH3:14])[CH3:13])=[O:10])[CH2:5][CH2:4]1.[C:16](O)(C(F)(F)F)=[O:17].[CH3:23][CH2:24][N:25]([CH2:28][CH2:29][NH:30][C:31]([C:33]1[C:34]([CH3:51])=[C:35](/[CH:39]=[C:40]2/[C:41]3[CH:42]=[C:43]([F:50])[CH:44]=[CH:45][C:46]=3[NH:47][C:48]/2=[O:49])[NH:36][C:37]=1[CH3:38])=[O:32])[CH2:26][CH3:27].[2H]C(Cl)(Cl)Cl. (6) Given the product [O:26]1[CH2:27][CH:28]=[C:29]([C:2]2[C:3]([O:8][C:9]3[CH:14]=[CH:13][C:12]([C:15]([C:17]4[NH:18][C:19]5[C:20]([N:25]=4)=[N:21][CH:22]=[CH:23][CH:24]=5)=[O:16])=[CH:11][CH:10]=3)=[N:4][CH:5]=[CH:6][CH:7]=2)[CH2:30][CH2:31]1, predict the reactants needed to synthesize it. The reactants are: Br[C:2]1[C:3]([O:8][C:9]2[CH:14]=[CH:13][C:12]([C:15]([C:17]3[NH:18][C:19]4[C:20]([N:25]=3)=[N:21][CH:22]=[CH:23][CH:24]=4)=[O:16])=[CH:11][CH:10]=2)=[N:4][CH:5]=[CH:6][CH:7]=1.[O:26]1[CH2:31][CH:30]=[C:29](B2OC(C)(C)C(C)(C)O2)[CH2:28][CH2:27]1.C(=O)([O-])[O-].[Na+].[Na+]. (7) The reactants are: [Br:1][C:2]1[C:3]([C@@H:10]([NH:20][C:21](=[O:39])[CH2:22][N:23]2[C:31]3[C:30]([F:33])([F:32])[CH2:29][CH2:28][C:27]([F:35])([F:34])[C:26]=3[C:25]([CH:36]([F:38])[F:37])=[N:24]2)[CH2:11][C:12]2[CH:17]=[C:16]([F:18])[CH:15]=[C:14]([F:19])[CH:13]=2)=[N:4][C:5]([NH:8][CH3:9])=[N:6][CH:7]=1.BrC1C([C@@H](NC(=O)CN2C3C(F)(F)CCC(F)(F)C=3C(C(F)F)=N2)CC2C=C(F)C=C(F)C=2)=NC(S(C)(=O)=O)=NC=1.[CH3:81][N:82]([CH3:86])[CH2:83]CN. Given the product [Br:1][C:2]1[C:3]([C@@H:10]([NH:20][C:21](=[O:39])[CH2:22][N:23]2[C:31]3[C:30]([F:33])([F:32])[CH2:29][CH2:28][C:27]([F:34])([F:35])[C:26]=3[C:25]([CH:36]([F:37])[F:38])=[N:24]2)[CH2:11][C:12]2[CH:13]=[C:14]([F:19])[CH:15]=[C:16]([F:18])[CH:17]=2)=[N:4][C:5]([NH:8][CH2:9][CH2:81][N:82]([CH3:86])[CH3:83])=[N:6][CH:7]=1, predict the reactants needed to synthesize it. (8) Given the product [Cl:17][C:14]1[CH:15]=[CH:16][C:11]([NH:10][C:8](=[O:9])[C:7]2[CH:18]=[CH:19][CH:20]=[CH:21][C:6]=2[NH:5][C:3]([CH2:2][N:37]2[CH2:38][CH2:39][N:34]([C:31]3[CH:32]=[CH:33][N:28]=[CH:29][CH:30]=3)[CH2:35][CH2:36]2)=[O:4])=[N:12][CH:13]=1, predict the reactants needed to synthesize it. The reactants are: Br[CH2:2][C:3]([NH:5][C:6]1[CH:21]=[CH:20][CH:19]=[CH:18][C:7]=1[C:8]([NH:10][C:11]1[CH:16]=[CH:15][C:14]([Cl:17])=[CH:13][N:12]=1)=[O:9])=[O:4].C(=O)([O-])[O-].[K+].[K+].[N:28]1[CH:33]=[CH:32][C:31]([N:34]2[CH2:39][CH2:38][NH:37][CH2:36][CH2:35]2)=[CH:30][CH:29]=1.O.